Regression/Classification. Given a drug SMILES string, predict its absorption, distribution, metabolism, or excretion properties. Task type varies by dataset: regression for continuous measurements (e.g., permeability, clearance, half-life) or binary classification for categorical outcomes (e.g., BBB penetration, CYP inhibition). Dataset: rlm. From a dataset of Rat liver microsome stability data. The molecule is NC(=O)C1CCN(c2ncc(-c3ccc(Br)cc3)s2)CC1. The result is 1 (stable in rat liver microsomes).